Dataset: M1 muscarinic receptor agonist screen with 61,833 compounds. Task: Binary Classification. Given a drug SMILES string, predict its activity (active/inactive) in a high-throughput screening assay against a specified biological target. The molecule is S1c2n(CC1)c1c(n2)cccc1. The result is 0 (inactive).